Task: Token-level Classification. Given an antigen amino acid sequence, predict which amino acid positions are active epitope sites capable of antibody binding. Output is a list of indices for active positions.. Dataset: B-cell epitopes from IEDB database with 3,159 antigens for binding position prediction Given the antigen sequence: MSTLPKPQRKTKRNTIRRPPDVKFPGGGQIVGGVYVLPRRGPRLGVRATRKTSERSQPRGRRQPIPKARRSEGRSWAQPGYPWPLYGNEGCGWAGWLLSPRGSRPSWGPNDPRRRSRNLGKVIDTLTCGFADLMGYIPVVGAPVGGVARALAHGVRALEDGINFATGNLPGCSFSIFLLALFSCLIHPAASLEWRNTSGLYVLTNDCSNSSIVYEADEVILHTPGCIPCVQDGNKSTCWTPVTPTVAVKYVGATTASIRSHVDLLVGAATMCSALYVGDMCGAVFLVGQAFTFRPRRHQTVQTCNCSLYPGHLTGHRMAWDMMMNWSPAVGMVVAHVLRLPQTLFDIIAGAHWGILAGLAYYSMQGNWAKVAIIMIMFSGVDAGTHVTGGSAAFTTRGFANLFRVGASQKLQLINTNGSWHINRTALNCNDSLQTGFIAGLFYYHRFNSTGCPQRLSSCKPITFFRQGWGSLTDANITDPSDDRPYCWHYAPKPCATVSA..., which amino acid positions are active epitope sites? The epitope positions are: [411, 412, 413, 414, 415, 416, 417, 418, 419, 420, 421, 422, 423, 424, 425, 426, 427, 428, 429, 430]. The amino acids at these positions are: QLINTNGSWHINRTALNCND.